Dataset: Catalyst prediction with 721,799 reactions and 888 catalyst types from USPTO. Task: Predict which catalyst facilitates the given reaction. (1) Reactant: [C:1]([CH:5]1[CH2:10][CH2:9][C:8](=[CH:11][C:12]2[CH:13]=[C:14]3[C:19](=[CH:20][CH:21]=2)[CH:18]=[C:17]([CH2:22][N:23]2[CH2:28][CH2:27][CH:26]([C:29]([O:31][CH2:32][CH3:33])=[O:30])[CH2:25][CH2:24]2)[CH:16]=[CH:15]3)[CH2:7][CH2:6]1)([CH3:4])([CH3:3])[CH3:2]. Product: [C:1]([CH:5]1[CH2:6][CH2:7][CH:8]([CH2:11][C:12]2[CH:13]=[C:14]3[C:19](=[CH:20][CH:21]=2)[CH:18]=[C:17]([CH2:22][N:23]2[CH2:24][CH2:25][CH:26]([C:29]([O:31][CH2:32][CH3:33])=[O:30])[CH2:27][CH2:28]2)[CH:16]=[CH:15]3)[CH2:9][CH2:10]1)([CH3:4])([CH3:2])[CH3:3]. The catalyst class is: 354. (2) Product: [ClH:33].[NH:23]1[CH2:24][CH2:25][CH:20]([C:17]2[S:18][CH:19]=[C:15]([C:12]3[CH2:11][CH:10]([C:5]4[CH:6]=[CH:7][CH:8]=[CH:9][C:4]=4[C:1](=[O:3])[CH3:2])[O:14][N:13]=3)[N:16]=2)[CH2:21][CH2:22]1. Reactant: [C:1]([C:4]1[CH:9]=[CH:8][CH:7]=[CH:6][C:5]=1[CH:10]1[O:14][N:13]=[C:12]([C:15]2[N:16]=[C:17]([CH:20]3[CH2:25][CH2:24][N:23](C(OC(C)(C)C)=O)[CH2:22][CH2:21]3)[S:18][CH:19]=2)[CH2:11]1)(=[O:3])[CH3:2].[ClH:33]. The catalyst class is: 12. (3) Reactant: [N:1]1([CH2:8][CH2:9][O:10][C:11]2[CH:16]=[CH:15][C:14]([NH2:17])=[CH:13][C:12]=2[C:18]2[N:19]([CH3:24])[N:20]=[CH:21][C:22]=2[Br:23])[CH2:7][CH2:6][CH2:5][CH2:4][CH2:3][CH2:2]1.CC(N(C)C)=O.Cl[C:32]([O:34][CH:35]([CH3:37])[CH3:36])=[O:33]. Product: [CH:35]([O:34][C:32](=[O:33])[NH:17][C:14]1[CH:15]=[CH:16][C:11]([O:10][CH2:9][CH2:8][N:1]2[CH2:7][CH2:6][CH2:5][CH2:4][CH2:3][CH2:2]2)=[C:12]([C:18]2[N:19]([CH3:24])[N:20]=[CH:21][C:22]=2[Br:23])[CH:13]=1)([CH3:37])[CH3:36]. The catalyst class is: 16. (4) Product: [CH:7]([N:5]1[N:4]=[C:3]([C:10]#[N:11])[C:2]([NH:1][C:13]2[CH:18]=[CH:17][CH:16]=[CH:15][C:14]=2[N+:19]([O-:21])=[O:20])=[N:6]1)([CH3:9])[CH3:8]. The catalyst class is: 16. Reactant: [NH2:1][C:2]1[C:3]([C:10]#[N:11])=[N:4][N:5]([CH:7]([CH3:9])[CH3:8])[N:6]=1.F[C:13]1[CH:18]=[CH:17][CH:16]=[CH:15][C:14]=1[N+:19]([O-:21])=[O:20].O.[OH-].[Li+].